Dataset: Full USPTO retrosynthesis dataset with 1.9M reactions from patents (1976-2016). Task: Predict the reactants needed to synthesize the given product. (1) Given the product [F:29][C:28]([F:31])([F:30])[C:26]1[N:2]=[C:3]2[CH2:4][NH:5][CH2:6][CH2:7][CH2:8][N:9]2[CH:25]=1, predict the reactants needed to synthesize it. The reactants are: Cl.[NH:2]=[C:3]1[N:9]=[CH:8][CH:7]=[CH:6][N:5](C(OC(C)(C)C)=O)[CH2:4]1.C(N(CC)CC)C.Br[CH2:25][C:26]([C:28]([F:31])([F:30])[F:29])=O. (2) Given the product [Br:1][C:2]1[CH:3]=[C:4]2[C:8](=[CH:9][CH:10]=1)[C:7](=[O:11])[CH:6]([CH2:12][CH2:13][CH2:14][CH2:15][O:16][Si:17]([C:30]([CH3:33])([CH3:32])[CH3:31])([C:24]1[CH:29]=[CH:28][CH:27]=[CH:26][CH:25]=1)[C:18]1[CH:19]=[CH:20][CH:21]=[CH:22][CH:23]=1)[CH2:5]2, predict the reactants needed to synthesize it. The reactants are: [Br:1][C:2]1[CH:3]=[C:4]2[C:8](=[CH:9][CH:10]=1)[C:7](=[O:11])[C:6](=[CH:12][CH2:13][CH2:14][CH2:15][O:16][Si:17]([C:30]([CH3:33])([CH3:32])[CH3:31])([C:24]1[CH:29]=[CH:28][CH:27]=[CH:26][CH:25]=1)[C:18]1[CH:23]=[CH:22][CH:21]=[CH:20][CH:19]=1)[CH2:5]2.CCC(C)[BH-](C(C)CC)C(C)CC.[K+].[Cl-].[NH4+]. (3) Given the product [C:3]1([CH2:8][O:12][C:10](=[O:11])[NH:9][CH2:8][C:3]2[CH:4]=[CH:5][CH:6]=[CH:7][C:2]=2[O:1][CH2:17][CH2:16][CH2:15][N:14]([CH3:19])[CH3:13])[CH:4]=[CH:5][CH:6]=[CH:7][CH:2]=1, predict the reactants needed to synthesize it. The reactants are: [OH:1][C:2]1[CH:7]=[CH:6][CH:5]=[CH:4][C:3]=1[CH2:8][NH:9][C:10](=[O:12])[OH:11].[CH3:13][N:14]([CH3:19])[CH2:15][CH2:16][CH2:17]O. (4) Given the product [C:3]1([S:9][C:11]2[CH:20]=[CH:19][C:18]3[C:13](=[C:14]([C:21]4[NH:29][C:28]5[CH2:27][CH2:26][NH:25][C:24](=[O:30])[C:23]=5[CH:22]=4)[CH:15]=[CH:16][CH:17]=3)[N:12]=2)[CH:8]=[CH:7][CH:6]=[CH:5][CH:4]=1, predict the reactants needed to synthesize it. The reactants are: [H-].[Na+].[C:3]1([SH:9])[CH:8]=[CH:7][CH:6]=[CH:5][CH:4]=1.Cl[C:11]1[CH:20]=[CH:19][C:18]2[C:13](=[C:14]([C:21]3[NH:29][C:28]4[CH2:27][CH2:26][NH:25][C:24](=[O:30])[C:23]=4[CH:22]=3)[CH:15]=[CH:16][CH:17]=2)[N:12]=1.CO. (5) Given the product [C:1]([O:4][CH2:5][C:6]1[C:7]([N:15]2[N:24]=[CH:23][C:22]3[C:17](=[C:18]([F:29])[CH:19]=[C:20]([C:25]([CH3:28])([CH3:27])[CH3:26])[CH:21]=3)[C:16]2=[O:30])=[N:8][CH:9]=[CH:10][C:11]=1[C:47]1[CH:48]=[C:43]([NH:42][C:40]2[CH:39]=[CH:38][CH:37]=[C:36]([O:35][CH2:34][CH2:33][NH:32][C:5](=[O:4])[CH:6]=[CH2:11])[N:41]=2)[C:44](=[O:51])[N:45]([CH3:50])[CH:46]=1)(=[O:3])[CH3:2], predict the reactants needed to synthesize it. The reactants are: [C:1]([O:4][CH2:5][C:6]1[C:7]([N:15]2[N:24]=[CH:23][C:22]3[C:17](=[C:18]([F:29])[CH:19]=[C:20]([C:25]([CH3:28])([CH3:27])[CH3:26])[CH:21]=3)[C:16]2=[O:30])=[N:8][CH:9]=[CH:10][C:11]=1B(O)O)(=[O:3])[CH3:2].Cl.[NH2:32][CH2:33][CH2:34][O:35][C:36]1[N:41]=[C:40]([NH:42][C:43]2[C:44](=[O:51])[N:45]([CH3:50])[CH:46]=[C:47](Br)[CH:48]=2)[CH:39]=[CH:38][CH:37]=1.[O-]P([O-])([O-])=O.[K+].[K+].[K+]. (6) The reactants are: [N+:1]([C:4]1[CH:12]=[C:11]([F:13])[C:10](F)=[CH:9][C:5]=1[C:6]([OH:8])=[O:7])([O-:3])=[O:2].[NH:15]1[CH2:20][CH2:19][O:18][CH2:17][CH2:16]1. Given the product [F:13][C:11]1[C:10]([N:15]2[CH2:20][CH2:19][O:18][CH2:17][CH2:16]2)=[CH:9][C:5]([C:6]([OH:8])=[O:7])=[C:4]([N+:1]([O-:3])=[O:2])[CH:12]=1, predict the reactants needed to synthesize it. (7) Given the product [Cl:9][C:10]1[CH:15]=[CH:14][CH:13]=[CH:12][C:11]=1[CH2:16][N:17]1[C:18]([OH:38])=[C:19]([C:34]([NH:8][CH2:7][C:4]2[CH:5]=[CH:6][N:1]=[CH:2][CH:3]=2)=[O:35])[C:20]([OH:33])=[C:21]([C:24]([NH:26][CH2:27][C:28]([OH:30])=[O:29])=[O:25])[C:22]1=[O:23], predict the reactants needed to synthesize it. The reactants are: [N:1]1[CH:6]=[CH:5][C:4]([CH2:7][NH2:8])=[CH:3][CH:2]=1.[Cl:9][C:10]1[CH:15]=[CH:14][CH:13]=[CH:12][C:11]=1[CH2:16][N:17]1[C:22](=[O:23])[C:21]([C:24]([NH:26][CH2:27][C:28]([O:30]CC)=[O:29])=[O:25])=[C:20]([OH:33])[C:19]([C:34](OC)=[O:35])=[C:18]1[OH:38].